From a dataset of Catalyst prediction with 721,799 reactions and 888 catalyst types from USPTO. Predict which catalyst facilitates the given reaction. (1) Product: [F:15][C:16]([F:25])([F:26])[C:17]1[CH:18]=[C:19]([CH:20]=[CH:2][C:1]([C:4]2[CH:5]=[CH:6][C:7]3[O:12][CH2:11][C:10](=[O:13])[NH:9][C:8]=3[CH:14]=2)=[O:3])[CH:22]=[CH:23][CH:24]=1. The catalyst class is: 14. Reactant: [C:1]([C:4]1[CH:5]=[CH:6][C:7]2[O:12][CH2:11][C:10](=[O:13])[NH:9][C:8]=2[CH:14]=1)(=[O:3])[CH3:2].[F:15][C:16]([F:26])([F:25])[C:17]1[CH:18]=[C:19]([CH:22]=[CH:23][CH:24]=1)[CH:20]=O. (2) Reactant: [CH3:1][O:2][C:3]1[CH:4]=[C:5]2[C:10](=[CH:11][CH:12]=1)[C:9]([OH:13])=[C:8]([C:14]1[CH:19]=[CH:18][CH:17]=[CH:16][CH:15]=1)[C:7]([CH3:20])=[CH:6]2.[H-].[Na+].F[C:24]1[CH:31]=[CH:30][C:27]([CH:28]=[O:29])=[CH:26][C:25]=1[C:32]([F:35])([F:34])[F:33]. Product: [CH3:20][C:7]1[C:8]([C:14]2[CH:15]=[CH:16][CH:17]=[CH:18][CH:19]=2)=[C:9]([O:13][C:24]2[CH:31]=[CH:30][C:27]([CH:28]=[O:29])=[CH:26][C:25]=2[C:32]([F:33])([F:35])[F:34])[C:10]2[C:5]([CH:6]=1)=[CH:4][C:3]([O:2][CH3:1])=[CH:12][CH:11]=2. The catalyst class is: 3. (3) Reactant: [C:1]([C:4]1[C:5](I)=[N:6][N:7]2[CH2:12][CH2:11][N:10]([C:13]([O:15][C:16]([CH3:19])([CH3:18])[CH3:17])=[O:14])[CH2:9][C:8]=12)(=[O:3])[NH2:2].[Cl:21][C:22]1[CH:23]=[C:24](B(O)O)[CH:25]=[CH:26][C:27]=1[Cl:28].[O-]P([O-])([O-])=O.[K+].[K+].[K+]. Product: [C:1]([C:4]1[C:5]([C:25]2[CH:24]=[CH:23][C:22]([Cl:21])=[C:27]([Cl:28])[CH:26]=2)=[N:6][N:7]2[CH2:12][CH2:11][N:10]([C:13]([O:15][C:16]([CH3:19])([CH3:18])[CH3:17])=[O:14])[CH2:9][C:8]=12)(=[O:3])[NH2:2]. The catalyst class is: 669. (4) The catalyst class is: 13. Product: [C:26]([O:10][C:9]1[C:8]([F:11])=[C:7]([Br:12])[C:6]([CH3:13])=[C:3]([C:4]#[N:5])[C:2]=1[NH2:1])(=[O:27])[CH3:23]. Reactant: [NH2:1][C:2]1[C:9]([OH:10])=[C:8]([F:11])[C:7]([Br:12])=[C:6]([CH3:13])[C:3]=1[C:4]#[N:5].C(N(C(C)C)CC)(C)C.[CH:23]1([C:26](Cl)=[O:27])CC1. (5) Reactant: C1C(=O)N(I)[C:3](=[O:4])C1.[CH3:9][O:10][C:11]1[CH:20]=[C:19]2[C:14]([CH:15]=[C:16]([CH:26]=[O:27])[C:17]([C:21]3[CH:25]=[CH:24][S:23][CH:22]=3)=[N:18]2)=[CH:13][CH:12]=1.C([O-])([O-])=O.[K+].[K+].[O-]S([O-])(=S)=O.[Na+].[Na+]. Product: [CH3:9][O:10][C:11]1[CH:20]=[C:19]2[C:14]([CH:15]=[C:16]([C:26]([O:4][CH3:3])=[O:27])[C:17]([C:21]3[CH:25]=[CH:24][S:23][CH:22]=3)=[N:18]2)=[CH:13][CH:12]=1. The catalyst class is: 61.